Dataset: Forward reaction prediction with 1.9M reactions from USPTO patents (1976-2016). Task: Predict the product of the given reaction. (1) The product is: [OH:13][C:8]1[NH:9][C:10]2[C:6]([C:7]=1[C:23]1[CH:24]=[CH:25][C:20]([C:19]([O:18][CH2:16][CH3:17])=[O:27])=[CH:21][N:22]=1)=[CH:5][C:4]([N+:1]([O-:3])=[O:2])=[CH:12][CH:11]=2. Given the reactants [N+:1]([C:4]1[CH:5]=[C:6]2[C:10](=[CH:11][CH:12]=1)[NH:9][C:8](=[O:13])[CH2:7]2)([O-:3])=[O:2].[H-].[Na+].[CH2:16]([O:18][C:19](=[O:27])[C:20]1[CH:25]=[CH:24][C:23](Cl)=[N:22][CH:21]=1)[CH3:17], predict the reaction product. (2) Given the reactants [NH2:1][C:2]1[CH:19]=[CH:18][C:5]2[N:6]=[C:7]([NH:9][C:10](=[O:17])[C:11]3[CH:16]=[CH:15][CH:14]=[CH:13][CH:12]=3)[S:8][C:4]=2[CH:3]=1.[CH3:20][N:21]([CH3:24])[CH:22]=O.ClCCl.CO, predict the reaction product. The product is: [CH3:20][N:21]1[CH2:24][CH2:22][N:21]([C:24]2[CH:4]=[CH:5][N:6]=[C:7]([NH:1][C:2]3[CH:19]=[CH:18][C:5]4[N:6]=[C:7]([NH:9][C:10](=[O:17])[C:11]5[CH:16]=[CH:15][CH:14]=[CH:13][CH:12]=5)[S:8][C:4]=4[CH:3]=3)[N:9]=2)[CH2:20][CH2:22]1. (3) Given the reactants [CH2:1]([O:8][C:9]1[C:10]([C:29]([OH:31])=O)=[N:11][C:12]([CH2:16][C:17]2([C:22]3[CH:27]=[CH:26][C:25]([Cl:28])=[CH:24][CH:23]=3)[CH2:21][CH2:20][CH2:19][CH2:18]2)=[N:13][C:14]=1[OH:15])[C:2]1[CH:7]=[CH:6][CH:5]=[CH:4][CH:3]=1.[Si:32]([O:39][CH2:40][CH2:41][NH:42][CH3:43])([C:35]([CH3:38])([CH3:37])[CH3:36])([CH3:34])[CH3:33].[Si](OCCN(C)C(C1C(OCC2C=CC=CC=2)=C(O)N=C(CC2C=CC=CC=2C2C=CC=CC=2)N=1)=O)(C(C)(C)C)(C)C, predict the reaction product. The product is: [Si:32]([O:39][CH2:40][CH2:41][N:42]([CH3:43])[C:29]([C:10]1[C:9]([O:8][CH2:1][C:2]2[CH:3]=[CH:4][CH:5]=[CH:6][CH:7]=2)=[C:14]([OH:15])[N:13]=[C:12]([CH2:16][C:17]2([C:22]3[CH:27]=[CH:26][C:25]([Cl:28])=[CH:24][CH:23]=3)[CH2:21][CH2:20][CH2:19][CH2:18]2)[N:11]=1)=[O:31])([C:35]([CH3:38])([CH3:37])[CH3:36])([CH3:33])[CH3:34]. (4) Given the reactants [NH:1]([C:8]1[CH:9]=[C:10]2[C:15](=[CH:16][CH:17]=1)[N:14]=[CH:13][CH:12]=[CH:11]2)[C:2]1[CH:7]=[CH:6][CH:5]=[CH:4][CH:3]=1, predict the reaction product. The product is: [C:2]1([NH:1][C:8]2[CH:9]=[C:10]3[C:15](=[CH:16][CH:17]=2)[NH:14][CH2:13][CH2:12][CH2:11]3)[CH:3]=[CH:4][CH:5]=[CH:6][CH:7]=1.